This data is from HIV replication inhibition screening data with 41,000+ compounds from the AIDS Antiviral Screen. The task is: Binary Classification. Given a drug SMILES string, predict its activity (active/inactive) in a high-throughput screening assay against a specified biological target. The molecule is Cc1csc(=S)n1OC(=O)NC1CCCCC1. The result is 0 (inactive).